From a dataset of Forward reaction prediction with 1.9M reactions from USPTO patents (1976-2016). Predict the product of the given reaction. (1) The product is: [CH3:18][C:17]1[CH:16]=[CH:15][C:10]([CH2:9][NH:8][C:6](=[O:7])[NH:3][CH2:2][C:1]2[CH:31]=[CH:30][C:26]([C:27]([OH:29])=[O:28])=[CH:25][CH:24]=2)=[CH:21][CH:20]=1. Given the reactants [CH:1]1N=C[N:3]([C:6]([N:8]2C=N[CH:10]=[CH:9]2)=[O:7])[CH:2]=1.CC1[CH:21]=[CH:20][C:17]([CH2:18]N)=[CH:16][CH:15]=1.NC1[CH:31]=[CH:30][C:26]([C:27]([OH:29])=[O:28])=[CH:25][CH:24]=1, predict the reaction product. (2) Given the reactants [Cl:1][C:2]1[C:7]2[CH2:8][CH2:9][O:10][C:6]=2[C:5]([CH:11]2[C@H:16]([O:17]CC3C=CC=CC=3)[C@@H:15]([O:25]CC3C=CC=CC=3)[C@H:14]([O:33]CC3C=CC=CC=3)[C@@H:13]([CH2:41][O:42]CC3C=CC=CC=3)[O:12]2)=[CH:4][C:3]=1[CH2:50][C:51]1[CH:56]=[CH:55][C:54]([CH2:57][CH3:58])=[CH:53][CH:52]=1, predict the reaction product. The product is: [Cl:1][C:2]1[C:7]2[CH2:8][CH2:9][O:10][C:6]=2[C:5]([C@H:11]2[C@H:16]([OH:17])[C@@H:15]([OH:25])[C@H:14]([OH:33])[C@@H:13]([CH2:41][OH:42])[O:12]2)=[CH:4][C:3]=1[CH2:50][C:51]1[CH:52]=[CH:53][C:54]([CH2:57][CH3:58])=[CH:55][CH:56]=1. (3) Given the reactants [F:1][C:2]1[CH:10]=[C:9]([NH:11][S:12]([C:15]2[CH:20]=[CH:19][C:18]([C:21]3[CH:22]=[N:23][C:24]([CH2:27][O:28][CH3:29])=[N:25][CH:26]=3)=[CH:17][CH:16]=2)(=[O:14])=[O:13])[C:8]([F:30])=[CH:7][C:3]=1[C:4]([O-:6])=[O:5].[OH-].[Li+].Cl, predict the reaction product. The product is: [F:1][C:2]1[CH:10]=[C:9]([NH:11][S:12]([C:15]2[CH:20]=[CH:19][C:18]([C:21]3[CH:26]=[N:25][C:24]([CH2:27][O:28][CH3:29])=[N:23][CH:22]=3)=[CH:17][CH:16]=2)(=[O:14])=[O:13])[C:8]([F:30])=[CH:7][C:3]=1[C:4]([OH:6])=[O:5]. (4) Given the reactants C([O:5][C:6](=[O:48])[C@@H:7]([NH:29][S:30]([C:33]1[CH:38]=[CH:37][CH:36]=[CH:35][C:34]=1[C:39](=[O:47])[NH:40][C:41]1[NH:42][CH2:43][CH2:44][CH2:45][N:46]=1)(=[O:32])=[O:31])[CH2:8][NH:9][C:10](=[O:28])[C:11]1[CH:16]=[CH:15][C:14]([CH2:17][CH2:18][C:19](=[O:27])[NH:20][C:21]2[NH:22][CH2:23][CH2:24][CH2:25][N:26]=2)=[CH:13][CH:12]=1)(C)(C)C.FC(F)(F)C(O)=O, predict the reaction product. The product is: [NH:42]1[CH2:43][CH2:44][CH2:45][N:46]=[C:41]1[NH:40][C:39]([C:34]1[CH:35]=[CH:36][CH:37]=[CH:38][C:33]=1[S:30]([NH:29][C@@H:7]([CH2:8][NH:9][C:10](=[O:28])[C:11]1[CH:16]=[CH:15][C:14]([CH2:17][CH2:18][C:19](=[O:27])[NH:20][C:21]2[NH:26][CH2:25][CH2:24][CH2:23][N:22]=2)=[CH:13][CH:12]=1)[C:6]([OH:48])=[O:5])(=[O:32])=[O:31])=[O:47]. (5) Given the reactants [SH:1][CH2:2][CH2:3][C:4]([OH:6])=[O:5].[SH:7][CH2:8][CH2:9][C:10]([OH:12])=[O:11].[SH:13][CH2:14][CH2:15][C:16]([OH:18])=[O:17].[CH2:19]([C:21]([CH2:26][OH:27])([CH2:24][OH:25])[CH2:22][CH3:23])[OH:20].[C:28]1(=[O:47])[N:32]([CH2:33][CH:34]([CH3:45])[CH2:35][CH2:36][CH2:37][N:38]2[C:42](=[O:43])[CH:41]=[CH:40][C:39]2=[O:44])[C:31](=[O:46])[CH:30]=[CH:29]1.[C:48]1(=[O:70])[N:52]([C:53]([CH3:68])([CH3:67])[CH:54]([CH3:66])[CH2:55][CH2:56][CH2:57][CH2:58][N:59]2[C:63](=[O:64])[CH:62]=[CH:61][C:60]2=[O:65])[C:51](=[O:69])[CH:50]=[CH:49]1, predict the reaction product. The product is: [SH:1][CH2:2][CH2:3][C:4]([OH:6])=[O:5].[SH:7][CH2:8][CH2:9][C:10]([OH:12])=[O:11].[SH:13][CH2:14][CH2:15][C:16]([OH:18])=[O:17].[CH2:19]([C:21]([CH2:26][OH:27])([CH2:24][OH:25])[CH2:22][CH3:23])[OH:20].[C:31]1(=[O:46])[N:32]([CH2:33][CH:34]([CH3:45])[CH2:35][CH2:36][CH2:37][N:38]2[C:39](=[O:44])[CH:40]=[CH:41][C:42]2=[O:43])[C:28](=[O:47])[CH:29]=[CH:30]1.[C:51]1(=[O:69])[N:52]([C:53]([CH3:67])([CH3:68])[CH:54]([CH3:66])[CH2:55][CH2:56][CH2:57][CH2:58][N:59]2[C:60](=[O:65])[CH:61]=[CH:62][C:63]2=[O:64])[C:48](=[O:70])[CH:49]=[CH:50]1. (6) Given the reactants [F:1][C:2]1[CH:7]=[CH:6][C:5](B(O)O)=[CH:4][C:3]=1[C:11]1[CH:16]=[CH:15][N:14]=[N:13][CH:12]=1.Br[C:18]1[N:22]2[CH:23]=[CH:24][C:25]([C:27]([OH:30])([CH3:29])[CH3:28])=[N:26][C:21]2=[N:20][CH:19]=1, predict the reaction product. The product is: [F:1][C:2]1[CH:7]=[CH:6][C:5]([C:18]2[N:22]3[CH:23]=[CH:24][C:25]([C:27]([OH:30])([CH3:28])[CH3:29])=[N:26][C:21]3=[N:20][CH:19]=2)=[CH:4][C:3]=1[C:11]1[CH:16]=[CH:15][N:14]=[N:13][CH:12]=1.